From a dataset of Reaction yield outcomes from USPTO patents with 853,638 reactions. Predict the reaction yield, written as a fraction of the theoretical maximum amount of product (1.0 means a 100% yield; for example, 0.34 means a 34% yield). (1) The reactants are [CH:1]1[CH:6]=[C:5]([Cl:7])[CH:4]=[C:3]([C:8]([O:10]O)=[O:9])[CH:2]=1. The catalyst is C(Cl)Cl. The product is [Cl:7][C:5]1[CH:4]=[C:3]([C:8]([OH:10])=[O:9])[CH:2]=[CH:1][CH:6]=1. The yield is 0.400. (2) The reactants are [H-].[Na+].[Br:3][C:4]1[CH:5]=[C:6]([OH:11])[C:7](=[CH:9][CH:10]=1)[OH:8].Cl.Cl[CH2:14][CH2:15][N:16]1[CH2:21][CH2:20][O:19][CH2:18][CH2:17]1.[OH2:22]. The catalyst is CN(C=O)C. The product is [O:19]1[CH2:20][CH2:21][N:16]([CH2:15][CH2:14][O:11][C:6]2[CH:5]=[C:4]([Br:3])[CH:10]=[CH:9][C:7]=2[O:8][CH2:14][CH2:15][N:16]2[CH2:21][CH2:20][O:22][CH2:18][CH2:17]2)[CH2:17][CH2:18]1. The yield is 0.360. (3) The reactants are [Cl:1][C:2]1[N:7]=[C:6]([NH2:8])[C:5]([CH3:9])=[CH:4][N:3]=1.[C:10]([C:14]1[CH:19]=[CH:18][CH:17]=[C:16](Br)[CH:15]=1)([CH3:13])([CH3:12])[CH3:11].CC1(C)C2C(=C(P(C3C=CC=CC=3)C3C=CC=CC=3)C=CC=2)OC2C(P(C3C=CC=CC=3)C3C=CC=CC=3)=CC=CC1=2.C(=O)([O-])[O-].[Cs+].[Cs+]. The catalyst is O1CCOCC1.C1C=CC(/C=C/C(/C=C/C2C=CC=CC=2)=O)=CC=1.C1C=CC(/C=C/C(/C=C/C2C=CC=CC=2)=O)=CC=1.C1C=CC(/C=C/C(/C=C/C2C=CC=CC=2)=O)=CC=1.[Pd].[Pd]. The product is [C:10]([C:14]1[CH:15]=[C:16]([NH:8][C:6]2[C:5]([CH3:9])=[CH:4][N:3]=[C:2]([Cl:1])[N:7]=2)[CH:17]=[CH:18][CH:19]=1)([CH3:13])([CH3:12])[CH3:11]. The yield is 0.990. (4) The reactants are [Cl:1][C:2]1[CH:8]=[CH:7][CH:6]=[CH:5][C:3]=1[NH2:4].Cl[C:10]([O:12][CH2:13][CH3:14])=[O:11].Cl. The catalyst is N1C=CC=CC=1. The product is [Cl:1][C:2]1[CH:8]=[CH:7][CH:6]=[CH:5][C:3]=1[NH:4][C:10](=[O:11])[O:12][CH2:13][CH3:14]. The yield is 0.980. (5) The reactants are CCOC(C)=O.[ClH:7].[N:8]1[CH:13]=[CH:12][C:11]([C:14]2[CH:23]=[C:22]([C:24]([NH:26][CH2:27][C@H:28]3[CH2:33][CH2:32][C@H:31]([CH2:34][NH:35]C(=O)OC(C)(C)C)[CH2:30][CH2:29]3)=[O:25])[C:21]3[C:16](=[CH:17][CH:18]=[CH:19][CH:20]=3)[N:15]=2)=[CH:10][CH:9]=1. The catalyst is C(Cl)Cl. The product is [ClH:7].[NH2:35][CH2:34][C@H:31]1[CH2:32][CH2:33][C@H:28]([CH2:27][NH:26][C:24]([C:22]2[C:21]3[C:16](=[CH:17][CH:18]=[CH:19][CH:20]=3)[N:15]=[C:14]([C:11]3[CH:10]=[CH:9][N:8]=[CH:13][CH:12]=3)[CH:23]=2)=[O:25])[CH2:29][CH2:30]1. The yield is 0.980. (6) The reactants are [F:1][C:2]([F:12])([F:11])[O:3][C:4]1[CH:10]=[CH:9][CH:8]=[CH:7][C:5]=1[NH2:6].[C:13](O[C:13]([O:15][C:16]([CH3:19])([CH3:18])[CH3:17])=[O:14])([O:15][C:16]([CH3:19])([CH3:18])[CH3:17])=[O:14]. The catalyst is C1(C)C=CC=CC=1. The product is [C:16]([O:15][C:13](=[O:14])[NH:6][C:5]1[CH:7]=[CH:8][CH:9]=[CH:10][C:4]=1[O:3][C:2]([F:11])([F:12])[F:1])([CH3:19])([CH3:18])[CH3:17]. The yield is 0.910. (7) The catalyst is CS(C)=O.C1C=CC([P]([Pd]([P](C2C=CC=CC=2)(C2C=CC=CC=2)C2C=CC=CC=2)([P](C2C=CC=CC=2)(C2C=CC=CC=2)C2C=CC=CC=2)[P](C2C=CC=CC=2)(C2C=CC=CC=2)C2C=CC=CC=2)(C2C=CC=CC=2)C2C=CC=CC=2)=CC=1.C1C=CC(P(C2C=CC=CC=2)[C-]2C=CC=C2)=CC=1.C1C=CC(P(C2C=CC=CC=2)[C-]2C=CC=C2)=CC=1.Cl[Pd]Cl.[Fe+2]. The yield is 0.630. The product is [CH3:66][O:65][C:64]([NH:63][C@H:58]([C:57]([N:53]1[CH2:54][CH2:55][CH2:56][C@H:52]1[C:50]1[NH:51][C:47]([C:32]2[CH:33]=[C:34]3[CH2:35][O:36][C:23]4[CH:22]=[C:21]5[C:26]([CH:27]=[CH:28][C:18]6[N:17]=[C:16]([C@@H:6]7[CH2:5][C@H:4]([CH2:3][O:2][CH3:1])[CH2:8][N:7]7[C:9]([O:11][C:12]([CH3:13])([CH3:14])[CH3:15])=[O:10])[NH:20][C:19]=65)=[CH:25][C:24]=4[C:29]3=[CH:30][CH:31]=2)=[CH:48][N:49]=1)=[O:68])[C@@H:59]([CH3:60])[O:61][CH3:62])=[O:67]. The reactants are [CH3:1][O:2][CH2:3][CH:4]1[CH2:8][N:7]([C:9]([O:11][C:12]([CH3:15])([CH3:14])[CH3:13])=[O:10])[CH:6]([C:16]2[NH:20][C:19]3[C:21]4[C:26]([CH:27]=[CH:28][C:18]=3[N:17]=2)=[CH:25][C:24]2[C:29]3[C:34]([CH2:35][O:36][C:23]=2[CH:22]=4)=[CH:33][C:32](B2OC(C)(C)C(C)(C)O2)=[CH:31][CH:30]=3)[CH2:5]1.Br[C:47]1[NH:51][C:50]([C@@H:52]2[CH2:56][CH2:55][CH2:54][N:53]2[C:57](=[O:68])[C@@H:58]([NH:63][C:64](=[O:67])[O:65][CH3:66])[C@H:59]([O:61][CH3:62])[CH3:60])=[N:49][CH:48]=1.C(=O)([O-])[O-].[K+].[K+]. (8) The reactants are Br[C:2]1[CH:15]=[CH:14][C:5]([O:6][CH2:7][C:8]2[CH:13]=[CH:12][CH:11]=[CH:10][CH:9]=2)=[C:4]([N+:16]([O-:18])=[O:17])[CH:3]=1.[N:19]1[CH:24]=[CH:23][C:22](B(O)O)=[CH:21][CH:20]=1.C(=O)([O-])[O-].[Cs+].[Cs+]. The catalyst is CN(C=O)C. The product is [CH2:7]([O:6][C:5]1[CH:14]=[CH:15][C:2]([C:22]2[CH:23]=[CH:24][N:19]=[CH:20][CH:21]=2)=[CH:3][C:4]=1[N+:16]([O-:18])=[O:17])[C:8]1[CH:13]=[CH:12][CH:11]=[CH:10][CH:9]=1. The yield is 1.09.